The task is: Predict the product of the given reaction.. This data is from Forward reaction prediction with 1.9M reactions from USPTO patents (1976-2016). Given the reactants [CH3:1][C:2]1([CH3:29])[C:11]2[C:6](=[CH:7][C:8]([CH3:26])=[C:9]([C:12]3[CH:13]=[C:14](/[CH:19]=[CH:20]/[C:21]([O:23]CC)=[O:22])[CH:15]=[CH:16][C:17]=3[CH3:18])[CH:10]=2)[C:5]([CH3:28])([CH3:27])[CH:4]=[CH:3]1.[OH-].[K+].Cl, predict the reaction product. The product is: [CH3:1][C:2]1([CH3:29])[C:11]2[C:6](=[CH:7][C:8]([CH3:26])=[C:9]([C:12]3[CH:13]=[C:14](/[CH:19]=[CH:20]/[C:21]([OH:23])=[O:22])[CH:15]=[CH:16][C:17]=3[CH3:18])[CH:10]=2)[C:5]([CH3:28])([CH3:27])[CH:4]=[CH:3]1.